The task is: Predict which catalyst facilitates the given reaction.. This data is from Catalyst prediction with 721,799 reactions and 888 catalyst types from USPTO. Reactant: [CH3:1][O:2][C:3]1[CH:4]=[C:5]([OH:13])[CH:6]=[C:7]([O:11][CH3:12])[C:8]=1[O:9][CH3:10].C(N(CC)CC)C.[CH3:21][O:22][C:23]1[CH:28]=[CH:27][C:26]([S:29](F)(=[O:31])=[O:30])=[CH:25][C:24]=1[NH2:33].[I-].C([NH3+])(C)(C)C. Product: [NH2:33][C:24]1[CH:25]=[C:26]([S:29]([O:13][C:5]2[CH:6]=[C:7]([O:11][CH3:12])[C:8]([O:9][CH3:10])=[C:3]([O:2][CH3:1])[CH:4]=2)(=[O:31])=[O:30])[CH:27]=[CH:28][C:23]=1[O:22][CH3:21]. The catalyst class is: 4.